This data is from Full USPTO retrosynthesis dataset with 1.9M reactions from patents (1976-2016). The task is: Predict the reactants needed to synthesize the given product. Given the product [CH3:22][C:23]1[CH:28]=[C:27]([CH3:29])[CH:26]=[CH:25][C:24]=1[N:30]1[CH2:31][CH2:32][N:33]([CH2:20][CH2:19][CH2:18][C:9]2[CH:10]=[C:11]([C:12]3[CH:17]=[CH:16][CH:15]=[CH:14][CH:13]=3)[N:7]([C:1]3[CH:6]=[CH:5][CH:4]=[CH:3][CH:2]=3)[N:8]=2)[CH2:34][CH2:35]1, predict the reactants needed to synthesize it. The reactants are: [C:1]1([N:7]2[C:11]([C:12]3[CH:17]=[CH:16][CH:15]=[CH:14][CH:13]=3)=[CH:10][C:9]([CH2:18][CH2:19][CH:20]=O)=[N:8]2)[CH:6]=[CH:5][CH:4]=[CH:3][CH:2]=1.[CH3:22][C:23]1[CH:28]=[C:27]([CH3:29])[CH:26]=[CH:25][C:24]=1[N:30]1[CH2:35][CH2:34][NH:33][CH2:32][CH2:31]1.CCN(C(C)C)C(C)C.[BH-](OC(C)=O)(OC(C)=O)OC(C)=O.[Na+].